From a dataset of NCI-60 drug combinations with 297,098 pairs across 59 cell lines. Regression. Given two drug SMILES strings and cell line genomic features, predict the synergy score measuring deviation from expected non-interaction effect. (1) Drug 1: C1C(C(OC1N2C=C(C(=O)NC2=O)F)CO)O. Drug 2: CCC1(C2=C(COC1=O)C(=O)N3CC4=CC5=C(C=CC(=C5CN(C)C)O)N=C4C3=C2)O.Cl. Cell line: SF-539. Synergy scores: CSS=54.8, Synergy_ZIP=-2.81, Synergy_Bliss=-2.83, Synergy_Loewe=-3.26, Synergy_HSA=1.53. (2) Drug 1: CCC1=C2CN3C(=CC4=C(C3=O)COC(=O)C4(CC)O)C2=NC5=C1C=C(C=C5)O. Drug 2: CCN(CC)CCNC(=O)C1=C(NC(=C1C)C=C2C3=C(C=CC(=C3)F)NC2=O)C. Cell line: TK-10. Synergy scores: CSS=13.8, Synergy_ZIP=-2.89, Synergy_Bliss=-0.791, Synergy_Loewe=-8.93, Synergy_HSA=1.68. (3) Drug 1: C1=CC(=CC=C1C#N)C(C2=CC=C(C=C2)C#N)N3C=NC=N3. Drug 2: CS(=O)(=O)OCCCCOS(=O)(=O)C. Cell line: MDA-MB-435. Synergy scores: CSS=4.16, Synergy_ZIP=3.32, Synergy_Bliss=7.84, Synergy_Loewe=5.07, Synergy_HSA=3.39. (4) Drug 1: CS(=O)(=O)C1=CC(=C(C=C1)C(=O)NC2=CC(=C(C=C2)Cl)C3=CC=CC=N3)Cl. Drug 2: C1=NC2=C(N1)C(=S)N=CN2. Cell line: UACC-257. Synergy scores: CSS=4.03, Synergy_ZIP=-5.04, Synergy_Bliss=-6.84, Synergy_Loewe=-17.1, Synergy_HSA=-8.81.